From a dataset of Reaction yield outcomes from USPTO patents with 853,638 reactions. Predict the reaction yield, written as a fraction of the theoretical maximum amount of product (1.0 means a 100% yield; for example, 0.34 means a 34% yield). (1) The reactants are Cl[CH2:2][C:3]([NH:5][C:6]1[CH:11]=[CH:10][CH:9]=[C:8]([Cl:12])[C:7]=1[Cl:13])=[O:4].[Al+3].[Cl-].[Cl-].[Cl-]. No catalyst specified. The product is [Cl:12][C:8]1[C:7]([Cl:13])=[C:6]2[C:11]([CH2:2][C:3](=[O:4])[NH:5]2)=[CH:10][CH:9]=1. The yield is 0.945. (2) The reactants are [CH2:1]([N:3]1[C:14](=[O:15])[C:12]2[N:13]3[C:8](=[C:9](I)[C:10](=[O:18])[C:11]=2[O:16][CH3:17])[CH2:7][CH2:6][C@H:5]3[C@@H:4]1[O:20][CH3:21])[CH3:2].CC[N:24]([CH:28]([CH3:30])C)[CH:25](C)C.[Cl:31][C:32]1[CH:33]=C(CN)[CH:35]=[CH:36][C:37]=1[F:38].CS(C)=[O:43]. The catalyst is C1C=CC([P]([Pd]([P](C2C=CC=CC=2)(C2C=CC=CC=2)C2C=CC=CC=2)([P](C2C=CC=CC=2)(C2C=CC=CC=2)C2C=CC=CC=2)[P](C2C=CC=CC=2)(C2C=CC=CC=2)C2C=CC=CC=2)(C2C=CC=CC=2)C2C=CC=CC=2)=CC=1. The product is [Cl:31][C:32]1[CH:33]=[C:30]([CH:35]=[CH:36][C:37]=1[F:38])[CH2:28][NH:24][C:25]([C:9]1[C:10](=[O:18])[C:11]([O:16][CH3:17])=[C:12]2[C:14](=[O:15])[N:3]([CH2:1][CH3:2])[C@H:4]([O:20][CH3:21])[C@@H:5]3[CH2:6][CH2:7][C:8]=1[N:13]23)=[O:43]. The yield is 0.410. (3) The reactants are [C:1]([O:5][C:6]([NH:8][C@@H:9]([CH2:12][CH3:13])[CH:10]=[O:11])=[O:7])([CH3:4])([CH3:3])[CH3:2].[O:14]1[C:18]2[CH:19]=[CH:20][CH:21]=[CH:22][C:17]=2[N:16]=[CH:15]1. The catalyst is C1(C)C=CC=CC=1. The product is [C:1]([O:5][C:6]([NH:8][C@@H:9]([CH2:12][CH3:13])[CH:10]([C:15]1[O:14][C:18]2[CH:19]=[CH:20][CH:21]=[CH:22][C:17]=2[N:16]=1)[OH:11])=[O:7])([CH3:4])([CH3:3])[CH3:2]. The yield is 1.00. (4) The reactants are [NH2:1][C:2]1[CH:7]=[CH:6][C:5]([CH2:8][O:9][Si:10]([CH:17]([CH3:19])[CH3:18])([CH:14]([CH3:16])[CH3:15])[CH:11]([CH3:13])[CH3:12])=[CH:4][C:3]=1[NH:20][C@@H:21]1[CH2:26][CH2:25][C@H:24]([C:27]([O:29][CH3:30])=[O:28])[CH2:23][CH2:22]1.CCO.[N:34]#[C:35]Br. The catalyst is C(Cl)Cl. The product is [NH2:34][C:35]1[N:20]([C@@H:21]2[CH2:22][CH2:23][C@H:24]([C:27]([O:29][CH3:30])=[O:28])[CH2:25][CH2:26]2)[C:3]2[CH:4]=[C:5]([CH2:8][O:9][Si:10]([CH:17]([CH3:19])[CH3:18])([CH:11]([CH3:12])[CH3:13])[CH:14]([CH3:16])[CH3:15])[CH:6]=[CH:7][C:2]=2[N:1]=1. The yield is 1.00.